Predict the product of the given reaction. From a dataset of Forward reaction prediction with 1.9M reactions from USPTO patents (1976-2016). (1) Given the reactants [C:1]([O:5][C:6](=[O:33])[NH:7][CH2:8][CH2:9][NH:10][CH:11]([C:15]1[N:16]([CH2:26][C:27]2[CH:32]=[CH:31][CH:30]=[CH:29][CH:28]=2)[C:17](=[O:25])[C:18]2[C:23]([CH3:24])=[N:22][S:21][C:19]=2[N:20]=1)[CH:12]([CH3:14])[CH3:13])([CH3:4])([CH3:3])[CH3:2].CCN(C(C)C)C(C)C.[C:43]1([CH3:52])[CH:48]=[CH:47][C:46]([C:49](Cl)=[O:50])=[CH:45][CH:44]=1.C([O-])(O)=O.[Na+], predict the reaction product. The product is: [C:1]([O:5][C:6](=[O:33])[NH:7][CH2:8][CH2:9][N:10]([CH:11]([C:15]1[N:16]([CH2:26][C:27]2[CH:32]=[CH:31][CH:30]=[CH:29][CH:28]=2)[C:17](=[O:25])[C:18]2[C:23]([CH3:24])=[N:22][S:21][C:19]=2[N:20]=1)[CH:12]([CH3:13])[CH3:14])[C:49](=[O:50])[C:46]1[CH:47]=[CH:48][C:43]([CH3:52])=[CH:44][CH:45]=1)([CH3:3])([CH3:4])[CH3:2]. (2) The product is: [C:18]([CH:19]1[CH2:23][N:22]([CH:24]([CH2:28][CH3:29])[C:25]([NH2:27])=[O:26])[C:21](=[O:30])[CH2:20]1)#[CH:17]. Given the reactants BrC1CN(C(CC)C(N)=O)C(=O)C1C#C.Br[C:17](Br)=[CH:18][CH:19]1[CH2:23][N:22]([CH:24]([CH2:28][CH3:29])[C:25]([NH2:27])=[O:26])[C:21](=[O:30])[CH2:20]1.CC(C)([O-])C.[K+], predict the reaction product. (3) Given the reactants [F:1][C:2]([F:15])([F:14])[C:3]1[CH:8]=[CH:7][C:6]([CH2:9][CH2:10][C:11]([OH:13])=O)=[CH:5][CH:4]=1.[CH3:16][O:17][C:18]1[CH:19]=[C:20]([CH2:26][CH2:27][NH2:28])[CH:21]=[CH:22][C:23]=1[O:24][CH3:25], predict the reaction product. The product is: [CH3:16][O:17][C:18]1[CH:19]=[C:20]([CH2:26][CH2:27][NH:28][C:11](=[O:13])[CH2:10][CH2:9][C:6]2[CH:5]=[CH:4][C:3]([C:2]([F:1])([F:15])[F:14])=[CH:8][CH:7]=2)[CH:21]=[CH:22][C:23]=1[O:24][CH3:25]. (4) Given the reactants [NH2:1][C@:2]1([CH2:23][OH:24])[CH2:6][CH2:5][C@H:4]([C:7]2[CH:16]=[CH:15][C:14]3[CH2:13][C@H:12]([CH2:17][CH2:18][CH2:19][CH2:20][CH2:21][CH3:22])[CH2:11][CH2:10][C:9]=3[CH:8]=2)[CH2:3]1.[C:25](O[C:25]([O:27][C:28]([CH3:31])([CH3:30])[CH3:29])=[O:26])([O:27][C:28]([CH3:31])([CH3:30])[CH3:29])=[O:26], predict the reaction product. The product is: [CH2:17]([C@@H:12]1[CH2:11][CH2:10][C:9]2[CH:8]=[C:7]([C@H:4]3[CH2:5][CH2:6][C@:2]([NH:1][C:25](=[O:26])[O:27][C:28]([CH3:31])([CH3:30])[CH3:29])([CH2:23][OH:24])[CH2:3]3)[CH:16]=[CH:15][C:14]=2[CH2:13]1)[CH2:18][CH2:19][CH2:20][CH2:21][CH3:22]. (5) The product is: [CH2:3]([O:10][C:14]1[CH:19]=[CH:18][C:17]([N+:20]([O-:22])=[O:21])=[CH:16][C:15]=1[C:23]([F:24])([F:25])[F:26])[C:4]1[CH:9]=[CH:8][CH:7]=[CH:6][CH:5]=1. Given the reactants [H-].[Na+].[CH2:3]([OH:10])[C:4]1[CH:9]=[CH:8][CH:7]=[CH:6][CH:5]=1.[H][H].F[C:14]1[CH:19]=[CH:18][C:17]([N+:20]([O-:22])=[O:21])=[CH:16][C:15]=1[C:23]([F:26])([F:25])[F:24], predict the reaction product.